This data is from Catalyst prediction with 721,799 reactions and 888 catalyst types from USPTO. The task is: Predict which catalyst facilitates the given reaction. (1) Reactant: [CH2:1]([C:8]1[CH2:25][C@@H:11]2[CH2:12][N:13](C(OCC3C=CC=CC=3)=O)[CH2:14][C@@H:10]2[CH:9]=1)[C:2]1[CH:7]=[CH:6][CH:5]=[CH:4][CH:3]=1. Product: [CH2:1]([CH:8]1[CH2:25][C@@H:11]2[CH2:12][NH:13][CH2:14][C@@H:10]2[CH2:9]1)[C:2]1[CH:3]=[CH:4][CH:5]=[CH:6][CH:7]=1. The catalyst class is: 29. (2) Product: [O:3]=[C:1]1[NH:2][C:11]([C:13]2[O:14][C:15]3[C:21]([C:22]([O:24][CH3:25])=[O:23])=[CH:20][CH:19]=[CH:18][C:16]=3[CH:17]=2)=[N:10][C:5]2[CH:6]=[N:7][CH:8]=[CH:9][C:4]1=2. The catalyst class is: 10. Reactant: [C:1]([C:4]1[CH:9]=[CH:8][N:7]=[CH:6][C:5]=1[NH:10][C:11]([C:13]1[O:14][C:15]2[C:21]([C:22]([O:24][CH3:25])=[O:23])=[CH:20][CH:19]=[CH:18][C:16]=2[CH:17]=1)=O)(=[O:3])[NH2:2].CC(C)([O-])C.[Na+].Cl. (3) The catalyst class is: 3. Product: [CH2:1]([N:22]1[C@H:21]([C:25]([O:27][CH3:28])=[O:26])[C@H:19]2[S:20][C:16]([CH3:33])([CH3:15])[C@H:17]([C:29]([O:31][CH3:32])=[O:30])[N:18]2[C:23]1=[O:24])[C:2]1[CH:7]=[CH:6][CH:5]=[CH:4][CH:3]=1. Reactant: [CH2:1](Br)[C:2]1[CH:7]=[CH:6][CH:5]=[CH:4][CH:3]=1.C([O-])([O-])=O.[K+].[K+].[CH3:15][C:16]1([CH3:33])[S:20][C@@H:19]2[C@@H:21]([C:25]([O:27][CH3:28])=[O:26])[NH:22][C:23](=[O:24])[N:18]2[C@H:17]1[C:29]([O:31][CH3:32])=[O:30]. (4) Reactant: [C:1]([O:5][C:6]([N:8]1[CH2:13][CH2:12][N:11]([C:14]2[CH:19]=[CH:18][CH:17]=[CH:16][C:15]=2[CH2:20][N:21]=[N+:22]=[N-:23])[CH2:10][CH2:9]1)=[O:7])([CH3:4])([CH3:3])[CH3:2].[CH3:24][C:25]([CH3:29])([CH3:28])[C:26]#[CH:27]. Product: [C:6]([N:8]1[CH2:13][CH2:12][N:11]([C:14]2[CH:19]=[CH:18][CH:17]=[CH:16][C:15]=2[CH2:20][N:21]2[CH:27]=[C:26]([C:25]([CH3:29])([CH3:28])[CH3:24])[N:23]=[N:22]2)[CH2:10][CH2:9]1)([O:5][C:1]([CH3:4])([CH3:2])[CH3:3])=[O:7]. The catalyst class is: 11. (5) Reactant: [F:1][C:2]1([CH2:9][OH:10])[CH2:7][CH2:6][N:5]([CH3:8])[CH2:4][CH2:3]1.[H-].[Na+].[Cl:13][C:14]1[CH:15]=[C:16]([S:21]([NH2:24])(=[O:23])=[O:22])[CH:17]=[CH:18][C:19]=1F. The catalyst class is: 7. Product: [Cl:13][C:14]1[CH:15]=[C:16]([S:21]([NH2:24])(=[O:22])=[O:23])[CH:17]=[CH:18][C:19]=1[O:10][CH2:9][C:2]1([F:1])[CH2:7][CH2:6][N:5]([CH3:8])[CH2:4][CH2:3]1.